This data is from Forward reaction prediction with 1.9M reactions from USPTO patents (1976-2016). The task is: Predict the product of the given reaction. (1) Given the reactants [CH2:1]([O:3][C:4]1[CH:13]=[CH:12][C:11]2[C:6](=[CH:7][CH:8]=[CH:9][CH:10]=2)[C:5]=1[C:14](=[O:20])[CH2:15][O:16]C(=O)C)[CH3:2], predict the reaction product. The product is: [CH2:1]([O:3][C:4]1[CH:13]=[CH:12][C:11]2[C:6](=[CH:7][CH:8]=[CH:9][CH:10]=2)[C:5]=1[C:14](=[O:20])[CH2:15][OH:16])[CH3:2]. (2) Given the reactants [Br:1][C:2]1[CH:7]=[CH:6][C:5]([C:8]2[NH:13][C:12](=[O:14])[C:11]([CH:15]([NH:17][C:18](=O)[CH3:19])[CH3:16])=[N:10][N:9]=2)=[CH:4][CH:3]=1.P(Cl)(Cl)(Cl)=O, predict the reaction product. The product is: [Br:1][C:2]1[CH:7]=[CH:6][C:5]([C:8]2[NH:13][C:12](=[O:14])[C:11]3=[C:15]([CH3:16])[N:17]=[C:18]([CH3:19])[N:10]3[N:9]=2)=[CH:4][CH:3]=1. (3) The product is: [Cl:1][C:2]1[CH:3]=[CH:4][C:5]([CH2:6][CH:7]2[C:13]3([CH2:14][O:15][S:38]([C:35]4[CH:36]=[CH:37][C:32]([CH3:42])=[CH:33][CH:34]=4)(=[O:40])=[O:39])[C:10]([CH3:16])([CH2:11][O:12]3)[CH2:9][CH2:8]2)=[CH:17][CH:18]=1. Given the reactants [Cl:1][C:2]1[CH:18]=[CH:17][C:5]([CH2:6][CH:7]2[C:13]3([CH2:14][OH:15])[C:10]([CH3:16])([CH2:11][O:12]3)[CH2:9][CH2:8]2)=[CH:4][CH:3]=1.C(N(CC)CC)C.CN1C=CN=C1.[C:32]1([CH3:42])[CH:37]=[CH:36][C:35]([S:38](Cl)(=[O:40])=[O:39])=[CH:34][CH:33]=1, predict the reaction product. (4) Given the reactants C(N(CC)CC)C.[CH3:8][N:9]=[C:10]=[O:11].[N:12]1[CH:17]=[CH:16][CH:15]=[C:14]([C:18]2[CH:19]=[C:20]([NH2:35])[CH:21]=[C:22]([NH:24][C:25]3[N:30]=[C:29]([C:31]([F:34])([F:33])[F:32])[CH:28]=[CH:27][N:26]=3)[CH:23]=2)[CH:13]=1, predict the reaction product. The product is: [CH3:8][NH:9][C:10]([NH:35][C:20]1[CH:21]=[C:22]([NH:24][C:25]2[N:30]=[C:29]([C:31]([F:33])([F:34])[F:32])[CH:28]=[CH:27][N:26]=2)[CH:23]=[C:18]([C:14]2[CH:13]=[N:12][CH:17]=[CH:16][CH:15]=2)[CH:19]=1)=[O:11]. (5) Given the reactants BrC1C=CC(N/[N:9]=[C:10](/[C:12]2[C:17]([F:18])=[CH:16][CH:15]=[CH:14][C:13]=2[Cl:19])\[CH3:11])=CC=1.[CH3:20][N:21]1[C:25](OS(C(F)(F)F)(=O)=O)=[CH:24][C:23]([C:34]2[CH:39]=[CH:38][N:37]=[CH:36][CH:35]=2)=[N:22]1, predict the reaction product. The product is: [Cl:19][C:13]1[CH:14]=[CH:15][CH:16]=[C:17]([F:18])[C:12]=1[C:10]1[NH:9][C:12]2[C:17]([CH:11]=1)=[CH:16][C:15]([C:25]1[N:21]([CH3:20])[N:22]=[C:23]([C:34]3[CH:35]=[CH:36][N:37]=[CH:38][CH:39]=3)[CH:24]=1)=[CH:14][CH:13]=2. (6) Given the reactants [F:1][C:2]1[S:6][C:5]([C@:7]23[CH2:15][NH:14][CH2:13][C@H:12]2[CH2:11][S:10][C:9]([NH:16][C:17](=[O:24])[C:18]2[CH:23]=[CH:22][CH:21]=[CH:20][CH:19]=2)=[N:8]3)=[CH:4][CH:3]=1.C(N(C(C)C)CC)(C)C.Cl[C:35]1[N:40]=[CH:39][C:38]([F:41])=[CH:37][N:36]=1, predict the reaction product. The product is: [F:41][C:38]1[CH:37]=[N:36][C:35]([N:14]2[CH2:13][C@@H:12]3[C@@:7]([C:5]4[S:6][C:2]([F:1])=[CH:3][CH:4]=4)([N:8]=[C:9]([NH:16][C:17](=[O:24])[C:18]4[CH:23]=[CH:22][CH:21]=[CH:20][CH:19]=4)[S:10][CH2:11]3)[CH2:15]2)=[N:40][CH:39]=1. (7) Given the reactants [Cl:1][C:2]1[CH:3]=[C:4]([C:12]2([C:31]([F:34])([F:33])[F:32])[O:16][N:15]=[C:14]([C:17]3[CH:25]=[CH:24][C:20]([C:21](O)=[O:22])=[C:19]([CH2:26][C:27]([F:30])([F:29])[F:28])[CH:18]=3)[CH2:13]2)[CH:5]=[C:6]([C:8]([F:11])([F:10])[F:9])[CH:7]=1.CN(C(ON1N=NC2C=CC=NC1=2)=[N+](C)C)C.F[P-](F)(F)(F)(F)F.CCN(C(C)C)C(C)C.Cl.[NH:69]1[CH2:73][C:72](=[O:74])[NH:71][CH2:70]1, predict the reaction product. The product is: [Cl:1][C:2]1[CH:3]=[C:4]([C:12]2([C:31]([F:34])([F:32])[F:33])[O:16][N:15]=[C:14]([C:17]3[CH:25]=[CH:24][C:20]([C:21]([N:69]4[CH2:73][C:72](=[O:74])[NH:71][CH2:70]4)=[O:22])=[C:19]([CH2:26][C:27]([F:28])([F:30])[F:29])[CH:18]=3)[CH2:13]2)[CH:5]=[C:6]([C:8]([F:9])([F:11])[F:10])[CH:7]=1. (8) Given the reactants [Cl:1][C:2]1[CH:3]=[CH:4][C:5]([N:43]2[CH:47]=[C:46]([Cl:48])[N:45]=[N:44]2)=[C:6]([C:8]2[N:9]=[CH:10][N:11]([C@@H:15]3[C:31]4[CH:32]=[C:27]([CH:28]=[CH:29][N:30]=4)[C:26]4[N:25](COCC[Si](C)(C)C)[N:24]=[CH:23][C:22]=4[NH:21][C:20](=[O:41])[C@H:19]([CH3:42])[CH2:18][CH2:17][CH2:16]3)[C:12](=[O:14])[CH:13]=2)[CH:7]=1.[C:49]([OH:55])([C:51]([F:54])([F:53])[F:52])=[O:50], predict the reaction product. The product is: [F:52][C:51]([F:54])([F:53])[C:49]([OH:55])=[O:50].[Cl:1][C:2]1[CH:3]=[CH:4][C:5]([N:43]2[CH:47]=[C:46]([Cl:48])[N:45]=[N:44]2)=[C:6]([C:8]2[N:9]=[CH:10][N:11]([C@@H:15]3[C:31]4[CH:32]=[C:27]([CH:28]=[CH:29][N:30]=4)[C:26]4[NH:25][N:24]=[CH:23][C:22]=4[NH:21][C:20](=[O:41])[C@H:19]([CH3:42])[CH2:18][CH2:17][CH2:16]3)[C:12](=[O:14])[CH:13]=2)[CH:7]=1.